Dataset: Forward reaction prediction with 1.9M reactions from USPTO patents (1976-2016). Task: Predict the product of the given reaction. (1) Given the reactants [Cl:1][C:2]1[N:11]=[C:10](Cl)[C:9]2[C:4](=[CH:5][CH:6]=[CH:7][CH:8]=2)[N:3]=1.[CH3:13][O:14][C:15]1[CH:21]=[CH:20][C:18]([NH2:19])=[CH:17][CH:16]=1, predict the reaction product. The product is: [Cl:1][C:2]1[N:11]=[C:10]([NH:19][C:18]2[CH:20]=[CH:21][C:15]([O:14][CH3:13])=[CH:16][CH:17]=2)[C:9]2[C:4](=[CH:5][CH:6]=[CH:7][CH:8]=2)[N:3]=1. (2) Given the reactants [CH:1]#[C:2][CH2:3][CH2:4][CH2:5][CH2:6][CH2:7]C.C1(C#C)C=CC=CC=1.[C:17]([C:19]1[CH:24]=[CH:23][N:22]=[CH:21][CH:20]=1)#N, predict the reaction product. The product is: [C:17]([C:19]1[CH:24]=[CH:23][N:22]=[CH:21][CH:20]=1)#[C:1][CH2:2][CH2:3][CH2:4][CH2:5][CH2:6][CH3:7]. (3) Given the reactants FC(F)(F)C(O)=O.[F:8][CH2:9][CH2:10][N:11]1[CH2:16][CH2:15][NH:14][CH2:13][C:12]1=[O:17].C(N(CC)C(C)C)(C)C.[F:27][C:28]1[CH:29]=[C:30]([N+:35]([O-:37])=[O:36])[CH:31]=[CH:32][C:33]=1F, predict the reaction product. The product is: [F:27][C:28]1[CH:29]=[C:30]([N+:35]([O-:37])=[O:36])[CH:31]=[CH:32][C:33]=1[N:14]1[CH2:15][CH2:16][N:11]([CH2:10][CH2:9][F:8])[C:12](=[O:17])[CH2:13]1.